From a dataset of Catalyst prediction with 721,799 reactions and 888 catalyst types from USPTO. Predict which catalyst facilitates the given reaction. Reactant: [NH2:1][C:2]1[C:11]([C:12]([O:14]C)=[O:13])=[C:10]2[C:5]([CH:6]3[CH2:16][CH:7]3[CH2:8][O:9]2)=[CH:4][CH:3]=1.O.[OH-].[Li+]. Product: [NH2:1][C:2]1[C:11]([C:12]([OH:14])=[O:13])=[C:10]2[C:5]([CH:6]3[CH2:16][CH:7]3[CH2:8][O:9]2)=[CH:4][CH:3]=1. The catalyst class is: 38.